Dataset: Peptide-MHC class II binding affinity with 134,281 pairs from IEDB. Task: Regression. Given a peptide amino acid sequence and an MHC pseudo amino acid sequence, predict their binding affinity value. This is MHC class II binding data. The peptide sequence is EKKYFAATQFTPLAA. The MHC is HLA-DPA10103-DPB10601 with pseudo-sequence HLA-DPA10103-DPB10601. The binding affinity (normalized) is 0.834.